Dataset: Kinase inhibitor bioactivity data combining Ki, Kd, and IC50 measurements. Task: Regression. Given a target protein amino acid sequence and a drug SMILES string, predict the binding affinity score between them. We predict KIBA score (integrated kinase binding score). Dataset: kiba. The target protein (O43781) has sequence MGGTARGPGRKDAGPPGAGLPPQQRRLGDGVYDTFMMIDETKCPPCSNVLCNPSEPPPPRRLNMTTEQFTGDHTQHFLDGGEMKVEQLFQEFGNRKSNTIQSDGISDSEKCSPTVSQGKSSDCLNTVKSNSSSKAPKVVPLTPEQALKQYKHHLTAYEKLEIINYPEIYFVGPNAKKRHGVIGGPNNGGYDDADGAYIHVPRDHLAYRYEVLKIIGKGSFGQVARVYDHKLRQYVALKMVRNEKRFHRQAAEEIRILEHLKKQDKTGSMNVIHMLESFTFRNHVCMAFELLSIDLYELIKKNKFQGFSVQLVRKFAQSILQSLDALHKNKIIHCDLKPENILLKHHGRSSTKVIDFGSSCFEYQKLYTYIQSRFYRAPEIILGSRYSTPIDIWSFGCILAELLTGQPLFPGEDEGDQLACMMELLGMPPPKLLEQSKRAKYFINSKGIPRYCSVTTQADGRVVLVGGRSRRGKKRGPPGSKDWGTALKGCDDYLFIEFLK.... The KIBA score is 11.3. The small molecule is Cc1cccc(C2(c3cccc(C)c3)CC2C(=O)Nc2ccncc2)c1.